From a dataset of Catalyst prediction with 721,799 reactions and 888 catalyst types from USPTO. Predict which catalyst facilitates the given reaction. (1) Reactant: O[C:2]1[CH:7]=[CH:6][C:5]([C:8]2[CH:13]=[C:12]([C:14]([F:17])([F:16])[F:15])[CH:11]=[C:10]([C:18]#[N:19])[C:9]=2[N:20]2[CH2:24][CH2:23][CH2:22][CH2:21]2)=[CH:4][CH:3]=1.[NH2:25][OH:26].[OH2:27]. Product: [OH:26][N:25]=[C:18]([C:10]1[C:9]([N:20]2[CH2:24][CH2:23][CH2:22][CH2:21]2)=[C:8]([C:5]2[CH:6]=[CH:7][C:2]([OH:27])=[CH:3][CH:4]=2)[CH:13]=[C:12]([C:14]([F:16])([F:17])[F:15])[CH:11]=1)[NH2:19]. The catalyst class is: 3. (2) Reactant: Br[C:2]1[C:10]2[N:9]=[C:8]3[C:11]4([N:33](C(OCCCC)=O)C(=O)[N:7]3[C:6]=2[CH:5]=[CH:4][CH:3]=1)[CH2:16][CH2:15][N:14]([C:17]1[C:18]2[CH:25]=[CH:24][N:23](C(OC(C)(C)C)=O)[C:19]=2[N:20]=[CH:21][N:22]=1)[CH2:13][CH2:12]4.[CH3:43][N:44]1[CH:48]=[C:47](B2OC(C)(C)C(C)(C)O2)[CH:46]=[N:45]1.C(=O)([O-])[O-].[Na+].[Na+]. The catalyst class is: 70. Product: [CH3:43][N:44]1[CH:48]=[C:47]([C:2]2[C:10]3[N:9]=[C:8]([C:11]4([NH2:33])[CH2:12][CH2:13][N:14]([C:17]5[C:18]6[CH:25]=[CH:24][NH:23][C:19]=6[N:20]=[CH:21][N:22]=5)[CH2:15][CH2:16]4)[NH:7][C:6]=3[CH:5]=[CH:4][CH:3]=2)[CH:46]=[N:45]1. (3) Reactant: [C:1]([C:5]1[CH:39]=[CH:38][C:8]([CH2:9][N:10]2[C:14](=[O:15])[N:13]([CH2:16][CH3:17])[C:12]([CH2:18][CH2:19][C:20]([F:37])([F:36])[C:21]3[CH:26]=[CH:25][CH:24]=[C:23](B4OC(C)(C)C(C)(C)O4)[CH:22]=3)=[N:11]2)=[CH:7][CH:6]=1)([CH3:4])([CH3:3])[CH3:2].Br[C:41]1[N:46]=[CH:45][C:44]([NH:47][S:48]([C:51]2[CH:56]=[CH:55][CH:54]=[CH:53][CH:52]=2)(=[O:50])=[O:49])=[CH:43][CH:42]=1.C([O-])(O)=O.[Na+]. Product: [C:1]([C:5]1[CH:39]=[CH:38][C:8]([CH2:9][N:10]2[C:14](=[O:15])[N:13]([CH2:16][CH3:17])[C:12]([CH2:18][CH2:19][C:20]([C:21]3[CH:26]=[C:25]([C:41]4[N:46]=[CH:45][C:44]([NH:47][S:48]([C:51]5[CH:56]=[CH:55][CH:54]=[CH:53][CH:52]=5)(=[O:50])=[O:49])=[CH:43][CH:42]=4)[CH:24]=[CH:23][CH:22]=3)([F:36])[F:37])=[N:11]2)=[CH:7][CH:6]=1)([CH3:2])([CH3:3])[CH3:4]. The catalyst class is: 12.